This data is from Peptide-MHC class I binding affinity with 185,985 pairs from IEDB/IMGT. The task is: Regression. Given a peptide amino acid sequence and an MHC pseudo amino acid sequence, predict their binding affinity value. This is MHC class I binding data. (1) The peptide sequence is YIWIKNLET. The MHC is HLA-A02:01 with pseudo-sequence HLA-A02:01. The binding affinity (normalized) is 0.693. (2) The peptide sequence is YLQQNWWTL. The MHC is HLA-A30:02 with pseudo-sequence HLA-A30:02. The binding affinity (normalized) is 0.319. (3) The peptide sequence is KLVGIELPK. The MHC is HLA-A31:01 with pseudo-sequence HLA-A31:01. The binding affinity (normalized) is 0.184. (4) The peptide sequence is LPFGKTTIM. The MHC is HLA-B07:02 with pseudo-sequence HLA-B07:02. The binding affinity (normalized) is 0.373. (5) The peptide sequence is GEDDDMLPW. The MHC is HLA-A11:01 with pseudo-sequence HLA-A11:01. The binding affinity (normalized) is 0.0847. (6) The peptide sequence is IMEVTARWLW. The MHC is HLA-B53:01 with pseudo-sequence HLA-B53:01. The binding affinity (normalized) is 0.359. (7) The peptide sequence is FLTDYIPGA. The MHC is HLA-A02:06 with pseudo-sequence HLA-A02:06. The binding affinity (normalized) is 0.986. (8) The peptide sequence is VYWENEVSI. The MHC is HLA-B27:03 with pseudo-sequence HLA-B27:03. The binding affinity (normalized) is 0.0847. (9) The peptide sequence is TIITNREAL. The MHC is H-2-Db with pseudo-sequence H-2-Db. The binding affinity (normalized) is 0.531.